The task is: Predict the product of the given reaction.. This data is from Forward reaction prediction with 1.9M reactions from USPTO patents (1976-2016). (1) Given the reactants [CH:1]1([C:4](OC)=O)C[CH2:2]1.[Br:8][C:9]1[CH:16]=[CH:15][CH:14]=[CH:13][C:10]=1[CH:11]=O.[NH2:17][C:18]1[CH:22]=[CH:21][NH:20][N:19]=1, predict the reaction product. The product is: [Br:8][C:9]1[CH:16]=[CH:15][CH:14]=[CH:13][C:10]=1[CH:11]1[C:22]([C:18]#[N:17])=[C:21]([CH:4]2[CH2:1][CH2:2]2)[NH:17][C:18]2=[N:19][NH:20][CH:21]=[C:22]12. (2) Given the reactants [Cl-].[CH3:2][C@H:3]1[CH2:5][C@@H:4]1[C@@H:6]([NH3+:8])[CH3:7].Cl[C:10]1[CH:15]=[C:14]([C:16]2[O:17][C:18]([C@@:21]([NH:30][C:31](=[O:37])[O:32][C:33]([CH3:36])([CH3:35])[CH3:34])([CH3:29])[CH2:22][C:23]3[CH:28]=[CH:27][CH:26]=[CH:25][CH:24]=3)=[CH:19][N:20]=2)[CH:13]=[C:12]([N:38]([CH3:43])[S:39]([CH3:42])(=[O:41])=[O:40])[N:11]=1.[O-]P([O-])([O-])=O.[K+].[K+].[K+], predict the reaction product. The product is: [CH3:29][C@:21]([NH:30][C:31](=[O:37])[O:32][C:33]([CH3:36])([CH3:35])[CH3:34])([C:18]1[O:17][C:16]([C:14]2[CH:13]=[C:12]([N:38]([CH3:43])[S:39]([CH3:42])(=[O:41])=[O:40])[N:11]=[C:10]([NH:8][C@H:6]([C@H:4]3[CH2:5][C@@H:3]3[CH3:2])[CH3:7])[CH:15]=2)=[N:20][CH:19]=1)[CH2:22][C:23]1[CH:24]=[CH:25][CH:26]=[CH:27][CH:28]=1.